Dataset: Forward reaction prediction with 1.9M reactions from USPTO patents (1976-2016). Task: Predict the product of the given reaction. (1) Given the reactants [F:1][C:2]1[CH:3]=[C:4]([CH:27]=[CH:28][C:29]=1[O:30][CH2:31][CH:32]=O)[CH2:5][N:6]1[CH2:11][CH2:10][CH:9]([NH:12][C:13]([C:15]2[O:16][C:17]3[C:22]([C:23](=[O:25])[CH:24]=2)=[CH:21][CH:20]=[C:19]([F:26])[CH:18]=3)=[O:14])[CH2:8][CH2:7]1.CCN(CC)CC.Cl.[CH2:42]([O:44][NH2:45])[CH3:43], predict the reaction product. The product is: [CH2:42]([O:44]/[N:45]=[CH:32]/[CH2:31][O:30][C:29]1[CH:28]=[CH:27][C:4]([CH2:5][N:6]2[CH2:7][CH2:8][CH:9]([NH:12][C:13]([C:15]3[O:16][C:17]4[C:22]([C:23](=[O:25])[CH:24]=3)=[CH:21][CH:20]=[C:19]([F:26])[CH:18]=4)=[O:14])[CH2:10][CH2:11]2)=[CH:3][C:2]=1[F:1])[CH3:43]. (2) The product is: [NH2:32][C:17]1([C:15]([NH:14][CH:9]([C:6]2[CH:5]=[CH:4][C:3]([Cl:2])=[CH:8][CH:7]=2)[CH2:10][CH2:11][NH:12][CH3:13])=[O:16])[CH2:18][CH2:19][N:20]([C:23]2[C:24]3[CH:31]=[CH:30][NH:29][C:25]=3[N:26]=[CH:27][N:28]=2)[CH2:21][CH2:22]1. Given the reactants Cl.[Cl:2][C:3]1[CH:8]=[CH:7][C:6]([CH:9]([NH:14][C:15]([C:17]2([NH:32]C(=O)OC(C)(C)C)[CH2:22][CH2:21][N:20]([C:23]3[C:24]4[CH:31]=[CH:30][NH:29][C:25]=4[N:26]=[CH:27][N:28]=3)[CH2:19][CH2:18]2)=[O:16])[CH2:10][CH2:11][NH:12][CH3:13])=[CH:5][CH:4]=1, predict the reaction product. (3) Given the reactants Br[C:2]1[N:7]=[C:6]([CH:8]=[O:9])[CH:5]=[CH:4][CH:3]=1.[C:10]1([N:16]([CH2:24][C:25]2[CH:34]=[CH:33][C:32]3[C:27](=[CH:28][CH:29]=[CH:30][CH:31]=3)[C:26]=2B2OC(C)(C)C(C)(C)O2)[C:17](=[O:23])[O:18][C:19]([CH3:22])([CH3:21])[CH3:20])[CH:15]=[CH:14][CH:13]=[CH:12][CH:11]=1, predict the reaction product. The product is: [CH:8]([C:6]1[N:7]=[C:2]([C:26]2[C:27]3[C:32](=[CH:31][CH:30]=[CH:29][CH:28]=3)[CH:33]=[CH:34][C:25]=2[CH2:24][N:16]([C:10]2[CH:15]=[CH:14][CH:13]=[CH:12][CH:11]=2)[C:17](=[O:23])[O:18][C:19]([CH3:22])([CH3:20])[CH3:21])[CH:3]=[CH:4][CH:5]=1)=[O:9]. (4) Given the reactants [Cl:1][C:2]1[C:10]([F:11])=[CH:9][CH:8]=[CH:7][C:3]=1[C:4]([OH:6])=O.[C:12]1([CH:18]([C:21]2[CH:22]=[N:23][C:24]([C:27]([F:30])([F:29])[F:28])=[CH:25][CH:26]=2)[CH2:19][NH2:20])[CH:17]=[CH:16][CH:15]=[CH:14][CH:13]=1, predict the reaction product. The product is: [Cl:1][C:2]1[C:10]([F:11])=[CH:9][CH:8]=[CH:7][C:3]=1[C:4]([NH:20][CH2:19][CH:18]([C:12]1[CH:13]=[CH:14][CH:15]=[CH:16][CH:17]=1)[C:21]1[CH:22]=[N:23][C:24]([C:27]([F:30])([F:28])[F:29])=[CH:25][CH:26]=1)=[O:6].